Dataset: Reaction yield outcomes from USPTO patents with 853,638 reactions. Task: Predict the reaction yield, written as a fraction of the theoretical maximum amount of product (1.0 means a 100% yield; for example, 0.34 means a 34% yield). (1) The reactants are Cl[C:2]1[N:7]2[N:8]=[C:9]([C:23]3[CH:28]=[CH:27][N:26]=[C:25]([NH:29][CH:30]4[CH2:34][CH2:33][CH2:32][CH2:31]4)[N:24]=3)[C:10]([C:11]3[CH:16]=[CH:15][N:14]=[C:13]([NH:17][CH:18]4[CH2:22][CH2:21][CH2:20][CH2:19]4)[N:12]=3)=[C:6]2[CH:5]=[CH:4][CH:3]=1.C1(P(C2C=CC=CC=2)C2C=CC3C(=CC=CC=3)C=2C2C3C(=CC=CC=3)C=CC=2P(C2C=CC=CC=2)C2C=CC=CC=2)C=CC=CC=1.C(=O)([O-])[O-].[Cs+].[Cs+].C(OCC)(=O)C.[CH:93]1([NH2:98])[CH2:97][CH2:96][CH2:95][CH2:94]1. The catalyst is C([O-])(=O)C.[Pd+2].C([O-])(=O)C.O. The product is [CH:93]1([NH:98][C:2]2[N:7]3[N:8]=[C:9]([C:23]4[CH:28]=[CH:27][N:26]=[C:25]([NH:29][CH:30]5[CH2:34][CH2:33][CH2:32][CH2:31]5)[N:24]=4)[C:10]([C:11]4[CH:16]=[CH:15][N:14]=[C:13]([NH:17][CH:18]5[CH2:22][CH2:21][CH2:20][CH2:19]5)[N:12]=4)=[C:6]3[CH:5]=[CH:4][CH:3]=2)[CH2:97][CH2:96][CH2:95][CH2:94]1. The yield is 0.300. (2) The reactants are [C:1]([C:3]1[CH:8]=[CH:7][C:6]([C:9]2[CH:17]=[CH:16][CH:15]=[CH:14][C:10]=2[C:11]([OH:13])=O)=[CH:5][CH:4]=1)#[N:2].Cl.[NH2:19][CH2:20][C:21]1[CH:28]=[CH:27][C:24]([C:25]#N)=[CH:23][CH:22]=1.C(Cl)CCl.C1C=CC2N(O)N=[N:39]C=2C=1.CCN(C(C)C)C(C)C. The catalyst is CN(C=O)C. The product is [C:20]([C:21]1[CH:28]=[CH:27][C:24]([CH2:25][C:17]2[C:9]([C:6]3[CH:5]=[CH:4][C:3]([C:1]#[N:2])=[CH:8][CH:7]=3)=[C:10]([CH:14]=[CH:15][CH:16]=2)[C:11]([NH2:39])=[O:13])=[CH:23][CH:22]=1)#[N:19]. The yield is 0.880. (3) The reactants are [N:1]1([C:7](=[O:9])[CH3:8])[CH2:6][CH2:5][NH:4][CH2:3][CH2:2]1.[C:10]([O-])([O-])=O.[K+].[K+].Br[C:17]([Br:20])([CH3:19])C. No catalyst specified. The product is [Br:20][CH2:17][CH2:19][CH2:10][N:4]1[CH2:5][CH2:6][N:1]([C:7](=[O:9])[CH3:8])[CH2:2][CH2:3]1. The yield is 0.320.